From a dataset of Peptide-MHC class I binding affinity with 185,985 pairs from IEDB/IMGT. Regression. Given a peptide amino acid sequence and an MHC pseudo amino acid sequence, predict their binding affinity value. This is MHC class I binding data. (1) The MHC is HLA-B40:01 with pseudo-sequence HLA-B40:01. The peptide sequence is ELVNQIIEQL. The binding affinity (normalized) is 0. (2) The peptide sequence is TVFFTASLFL. The MHC is HLA-A31:01 with pseudo-sequence HLA-A31:01. The binding affinity (normalized) is 0.179. (3) The peptide sequence is REVGDTSSDL. The MHC is HLA-B40:01 with pseudo-sequence HLA-B40:01. The binding affinity (normalized) is 0.135. (4) The MHC is Mamu-A2201 with pseudo-sequence Mamu-A2201. The binding affinity (normalized) is 1.00. The peptide sequence is FPFKYAFAF. (5) The peptide sequence is KLLNRVIGY. The MHC is HLA-A02:06 with pseudo-sequence HLA-A02:06. The binding affinity (normalized) is 0.417.